Dataset: Catalyst prediction with 721,799 reactions and 888 catalyst types from USPTO. Task: Predict which catalyst facilitates the given reaction. (1) Reactant: [F:1][C:2]1[CH:3]=[C:4]([C:8](=O)[CH2:9][S:10][C:11]#[N:12])[CH:5]=[CH:6][CH:7]=1.[BrH:14].C(O)(=O)C.O. Product: [Br:14][C:11]1[S:10][CH:9]=[C:8]([C:4]2[CH:5]=[CH:6][CH:7]=[C:2]([F:1])[CH:3]=2)[N:12]=1. The catalyst class is: 15. (2) The catalyst class is: 8. Product: [NH2:25][C:24]1[N:47]([CH:43]2[CH2:44][CH2:45][CH2:46][N:41]([C:39]([O:38][CH2:31][C:32]3[CH:37]=[CH:36][CH:35]=[CH:34][CH:33]=3)=[O:40])[CH2:42]2)[N:48]=[C:20]([C:17]2[CH:16]=[CH:15][C:14]([O:13][C:12]3[CH:28]=[CH:29][C:9]([Cl:8])=[CH:10][CH:11]=3)=[CH:19][CH:18]=2)[C:21]=1[C:22]#[N:23]. Reactant: C(N(CC)CC)C.[Cl:8][C:9]1[CH:29]=[CH:28][C:12]([O:13][C:14]2[CH:19]=[CH:18][C:17]([C:20](OC)=[C:21]([C:24]#[N:25])[C:22]#[N:23])=[CH:16][CH:15]=2)=[CH:11][CH:10]=1.Cl.[CH2:31]([O:38][C:39]([N:41]1[CH2:46][CH2:45][CH2:44][CH:43]([NH:47][NH2:48])[CH2:42]1)=[O:40])[C:32]1[CH:37]=[CH:36][CH:35]=[CH:34][CH:33]=1.